This data is from Reaction yield outcomes from USPTO patents with 853,638 reactions. The task is: Predict the reaction yield, written as a fraction of the theoretical maximum amount of product (1.0 means a 100% yield; for example, 0.34 means a 34% yield). (1) The reactants are N#N.S([O:13][C:14]1[CH:23]=[C:22]([O:24][S:25]([C:28]2[CH:34]=[CH:33][C:31]([CH3:32])=[CH:30][CH:29]=2)(=[O:27])=[O:26])[CH:21]=[C:20]2[C:15]=1[C:16]([CH2:36][CH2:37][CH3:38])=[CH:17][C:18](=[O:35])[O:19]2)(C1C=CC(C)=CC=1)(=O)=O.[F-].C([N+](CCCC)(CCCC)CCCC)CCC. The catalyst is C1COCC1.CCOC(C)=O. The product is [OH:13][C:14]1[CH:23]=[C:22]([O:24][S:25]([C:28]2[CH:34]=[CH:33][C:31]([CH3:32])=[CH:30][CH:29]=2)(=[O:27])=[O:26])[CH:21]=[C:20]2[C:15]=1[C:16]([CH2:36][CH2:37][CH3:38])=[CH:17][C:18](=[O:35])[O:19]2. The yield is 0.570. (2) The reactants are [CH3:1][N:2]1[CH2:11][CH:10](C2C=CSC=2)[C:9]2[C:4](=CC(O)=CC=2)[CH2:3]1.[CH3:18][O:19][C:20]1[CH:29]=[C:28]2[C:23]([CH:24]([C:31]3[CH:35]=[CH:34][S:33][CH:32]=3)[CH2:25][N:26]([CH3:30])[CH2:27]2)=[CH:22][CH:21]=1.B(Br)(Br)Br.[C:40]([O-])(O)=O.[Na+]. The catalyst is C(Cl)Cl. The product is [CH3:30][N:26]1[CH2:25][CH:24]([C:31]2[CH:35]=[CH:34][S:33][CH:32]=2)[C:23]2[C:28](=[CH:29][C:20]([O:19][CH2:18][CH2:40][CH2:1][N:2]3[CH2:11][CH2:10][CH2:9][CH2:4][CH2:3]3)=[CH:21][CH:22]=2)[CH2:27]1. The yield is 0.160.